From a dataset of Forward reaction prediction with 1.9M reactions from USPTO patents (1976-2016). Predict the product of the given reaction. (1) Given the reactants [Cl-].O[NH3+:3].[C:4](=[O:7])([O-])[OH:5].[Na+].[F:9][C:10]1[CH:11]=[C:12]([C:41]2[C:42]([C:47]#[N:48])=[CH:43][CH:44]=[CH:45][CH:46]=2)[CH:13]=[CH:14][C:15]=1[CH2:16][C:17]1[C:18](=[O:40])[N:19]([C@H:30]2[CH2:33][C@H:32]([O:34][CH2:35][C:36]([OH:39])([CH3:38])[CH3:37])[CH2:31]2)[C:20]2[N:21]([N:26]=[C:27]([CH3:29])[N:28]=2)[C:22]=1[CH2:23][CH2:24][CH3:25], predict the reaction product. The product is: [F:9][C:10]1[CH:11]=[C:12]([C:41]2[CH:46]=[CH:45][CH:44]=[CH:43][C:42]=2[C:47]2[NH:3][C:4](=[O:7])[O:5][N:48]=2)[CH:13]=[CH:14][C:15]=1[CH2:16][C:17]1[C:18](=[O:40])[N:19]([C@H:30]2[CH2:33][C@H:32]([O:34][CH2:35][C:36]([OH:39])([CH3:38])[CH3:37])[CH2:31]2)[C:20]2[N:21]([N:26]=[C:27]([CH3:29])[N:28]=2)[C:22]=1[CH2:23][CH2:24][CH3:25]. (2) Given the reactants C([O:3][C:4](=[O:23])[CH:5]=[CH:6][CH:7]([NH:15][C:16]([O:18][C:19]([CH3:22])([CH3:21])[CH3:20])=[O:17])[CH2:8][C:9]1[CH:14]=[CH:13][CH:12]=[CH:11][CH:10]=1)C.[OH-].[Na+].Cl, predict the reaction product. The product is: [C:19]([O:18][C:16]([NH:15][CH:7]([CH2:8][C:9]1[CH:10]=[CH:11][CH:12]=[CH:13][CH:14]=1)[CH:6]=[CH:5][C:4]([OH:23])=[O:3])=[O:17])([CH3:22])([CH3:20])[CH3:21]. (3) The product is: [C:1]([O:5][C:6](=[O:36])[C:7]([O:10][C:11]1[CH:12]=[CH:13][C:14]([CH2:17][CH2:18][CH2:19][CH:20]2[CH2:24][N:23]([CH2:26][C:27]3[CH:32]=[CH:31][C:30]([CH3:33])=[C:29]([CH3:34])[CH:28]=3)[C:22](=[O:35])[NH:21]2)=[CH:15][CH:16]=1)([CH3:8])[CH3:9])([CH3:3])([CH3:2])[CH3:4]. Given the reactants [C:1]([O:5][C:6](=[O:36])[C:7]([O:10][C:11]1[CH:16]=[CH:15][C:14]([CH2:17][CH2:18][CH2:19][CH:20]2[C:24](=O)[N:23]([CH2:26][C:27]3[CH:32]=[CH:31][C:30]([CH3:33])=[C:29]([CH3:34])[CH:28]=3)[C:22](=[O:35])[NH:21]2)=[CH:13][CH:12]=1)([CH3:9])[CH3:8])([CH3:4])([CH3:3])[CH3:2], predict the reaction product.